Dataset: hERG potassium channel inhibition data for cardiac toxicity prediction from Karim et al.. Task: Regression/Classification. Given a drug SMILES string, predict its toxicity properties. Task type varies by dataset: regression for continuous values (e.g., LD50, hERG inhibition percentage) or binary classification for toxic/non-toxic outcomes (e.g., AMES mutagenicity, cardiotoxicity, hepatotoxicity). Dataset: herg_karim. (1) The drug is CN1CCC(COCc2cc(C(F)(F)F)cc(C3CC3)n2)(c2ccccc2)CC1. The result is 1 (blocker). (2) The molecule is Cc1nn(C)c(Cl)c1S(=O)(=O)NCCN1CC2CN(CCOc3ccc(C#N)cc3)CC(C1)O2. The result is 0 (non-blocker). (3) The compound is O=C(NCc1ccc(C(F)(F)F)cc1)C1c2ccccc2C(=O)N1CCc1ccccn1. The result is 1 (blocker). (4) The drug is CN(C(=O)N1CC(c2cc(F)ccc2F)=CC1c1cccc(O)c1)C1CCNCC1. The result is 1 (blocker). (5) The drug is Cl.Cn1c(=O)c2c(nc(N3CCC[C@@H](N)C3)n2Cc2cc(F)ccc2Cl)c2ccc(C(=O)O)cc21. The result is 0 (non-blocker). (6) The drug is CC1(C)C[C@@H](CN2CCC(F)(CNC(=O)c3cc(Cl)cc(Cl)c3)CC2)CCO1. The result is 1 (blocker).